From a dataset of Catalyst prediction with 721,799 reactions and 888 catalyst types from USPTO. Predict which catalyst facilitates the given reaction. (1) Reactant: [C:1]([O:5][C:6]([NH:8][C@@H:9]([CH3:13])[C:10]([OH:12])=O)=[O:7])([CH3:4])([CH3:3])[CH3:2].OC(C(F)(F)F)=O.[NH2:21][C@@H:22]([CH2:33][C:34]1[CH:39]=[CH:38][CH:37]=[CH:36][N:35]=1)[C:23]([O:25][CH2:26][C:27]1[CH:32]=[CH:31][CH:30]=[CH:29][CH:28]=1)=[O:24].C1C=CC2N(O)N=NC=2C=1.CN(C(ON1N=NC2C=CC=CC1=2)=[N+](C)C)C.F[P-](F)(F)(F)(F)F.CCN(C(C)C)C(C)C. Product: [C:1]([O:5][C:6]([NH:8][C@@H:9]([CH3:13])[C:10]([NH:21][C@@H:22]([CH2:33][C:34]1[CH:39]=[CH:38][CH:37]=[CH:36][N:35]=1)[C:23]([O:25][CH2:26][C:27]1[CH:32]=[CH:31][CH:30]=[CH:29][CH:28]=1)=[O:24])=[O:12])=[O:7])([CH3:2])([CH3:3])[CH3:4]. The catalyst class is: 10. (2) Reactant: Cl[C:2]1[C:7]([C:8]([O:10][CH2:11][CH3:12])=[O:9])=[CH:6][N:5]=[C:4]([S:13][CH3:14])[N:3]=1.C(N(CC)CC)C.[CH:22]1([NH2:27])[CH2:26][CH2:25][CH2:24][CH2:23]1.Cl. Product: [CH2:11]([O:10][C:8]([C:7]1[C:2]([NH:27][CH:22]2[CH2:26][CH2:25][CH2:24][CH2:23]2)=[N:3][C:4]([S:13][CH3:14])=[N:5][CH:6]=1)=[O:9])[CH3:12]. The catalyst class is: 2. (3) Reactant: I[C:2]1[CH:3]=[C:4]2[C:8](=[CH:9][CH:10]=1)[N:7]([Si:11]([CH:18]([CH3:20])[CH3:19])([CH:15]([CH3:17])[CH3:16])[CH:12]([CH3:14])[CH3:13])[N:6]=[CH:5]2.C([Li])CCC.[C:26]([C:28]1[CH:35]=[CH:34][CH:33]=[CH:32][C:29]=1[CH:30]=[O:31])#[N:27]. Product: [OH:31][CH:30]([C:2]1[CH:3]=[C:4]2[C:8](=[CH:9][CH:10]=1)[N:7]([Si:11]([CH:12]([CH3:14])[CH3:13])([CH:18]([CH3:20])[CH3:19])[CH:15]([CH3:16])[CH3:17])[N:6]=[CH:5]2)[C:29]1[CH:32]=[CH:33][CH:34]=[CH:35][C:28]=1[C:26]#[N:27]. The catalyst class is: 7. (4) Reactant: [F:1][C:2]1[CH:7]=[CH:6][C:5]([C:8]2[C:12]3=[N:13][C:14]([C:17]#[N:18])=[CH:15][CH:16]=[C:11]3[N:10](C3CCCCO3)[C:9]=2[Si](CC)(CC)CC)=[CH:4][CH:3]=1.[B-](F)(F)(F)F.C1C=CN=CC=1.C1C=CN=CC=1.[IH2+:49].FC(F)(F)S(O)(=O)=O.[OH-].[Na+]. Product: [F:1][C:2]1[CH:7]=[CH:6][C:5]([C:8]2[C:12]3=[N:13][C:14]([C:17]#[N:18])=[CH:15][CH:16]=[C:11]3[NH:10][C:9]=2[I:49])=[CH:4][CH:3]=1. The catalyst class is: 701.